From a dataset of Catalyst prediction with 721,799 reactions and 888 catalyst types from USPTO. Predict which catalyst facilitates the given reaction. Reactant: [C:1]([O:5][C:6]([NH:8][C@H:9]1[CH2:14][CH2:13][CH2:12][CH2:11][C@@H:10]1OS(C)(=O)=O)=[O:7])([CH3:4])([CH3:3])[CH3:2].[N-:20]=[N+:21]=[N-:22].[Na+].C(OCC)C.O. Product: [N:20]([C@@H:10]1[CH2:11][CH2:12][CH2:13][CH2:14][C@@H:9]1[NH:8][C:6]([O:5][C:1]([CH3:4])([CH3:3])[CH3:2])=[O:7])=[N+:21]=[N-:22]. The catalyst class is: 9.